Predict the reactants needed to synthesize the given product. From a dataset of Full USPTO retrosynthesis dataset with 1.9M reactions from patents (1976-2016). (1) Given the product [Cl:36][C:5]1[C:4]2[C:9](=[CH:10][CH:11]=[C:2]([C:28]([C:24]3[CH:25]=[CH:26][CH:27]=[C:22]([O:21][CH3:20])[CH:23]=3)([C:30]3[CH:31]=[N:32][CH:33]=[CH:34][CH:35]=3)[OH:29])[CH:3]=2)[N:8]=[CH:7][C:6]=1[C:13]1[CH:18]=[CH:17][CH:16]=[CH:15][CH:14]=1, predict the reactants needed to synthesize it. The reactants are: Br[C:2]1[CH:3]=[C:4]2[C:9](=[CH:10][CH:11]=1)[NH:8][C:7](=O)[C:6]([C:13]1[CH:18]=[CH:17][CH:16]=[CH:15][CH:14]=1)=[C:5]2O.[CH3:20][O:21][C:22]1[CH:23]=[C:24]([C:28]([C:30]2[CH:31]=[N:32][CH:33]=[CH:34][CH:35]=2)=[O:29])[CH:25]=[CH:26][CH:27]=1.[Cl:36]C1C=C(C(C2C=NC=CC=2)=O)C=CC=1. (2) The reactants are: [Cl:1][C:2]1[CH:10]=[CH:9][CH:8]=[C:7]([F:11])[C:3]=1[C:4]([OH:6])=O.C(Cl)(=O)C(Cl)=O.[NH:18]1[C:26]2[C:21](=[CH:22][N:23]=[CH:24][CH:25]=2)[CH:20]=[CH:19]1.C(N(CC)CC)C. Given the product [Cl:1][C:2]1[CH:10]=[CH:9][CH:8]=[C:7]([F:11])[C:3]=1[C:4]([N:18]1[C:26]2[CH:25]=[CH:24][N:23]=[CH:22][C:21]=2[CH:20]=[CH:19]1)=[O:6], predict the reactants needed to synthesize it.